Predict the reactants needed to synthesize the given product. From a dataset of Full USPTO retrosynthesis dataset with 1.9M reactions from patents (1976-2016). (1) Given the product [CH3:23][O:24][C:25]1[CH:32]=[CH:31][C:28]([CH2:29][NH:30][CH:19]2[CH2:20][CH2:21][CH:16]([N:9]3[C:10]4=[C:15]5[C:14](=[CH:13][CH:12]=[CH:11]4)[C:3]([CH:1]=[CH2:2])=[N:4][CH:5]=[C:6]5[CH2:7][CH2:8]3)[CH2:17][CH2:18]2)=[CH:27][CH:26]=1, predict the reactants needed to synthesize it. The reactants are: [CH:1]([C:3]1[C:14]2[C:15]3[C:6]([CH2:7][CH2:8][N:9]([CH:16]4[CH2:21][CH2:20][C:19](=O)[CH2:18][CH2:17]4)[C:10]=3[CH:11]=[CH:12][CH:13]=2)=[CH:5][N:4]=1)=[CH2:2].[CH3:23][O:24][C:25]1[CH:32]=[CH:31][C:28]([CH2:29][NH2:30])=[CH:27][CH:26]=1. (2) Given the product [CH3:12][NH:13][C:14]([N:16]1[CH:25]([C:26]2[CH:31]=[CH:30][C:29]([C:32]#[N:33])=[CH:28][C:27]=2[S:34]([CH3:35])=[O:6])[C:24]2[C:23](=[O:36])[CH2:22][CH2:21][CH2:20][C:19]=2[N:18]([C:37]2[CH:42]=[CH:41][CH:40]=[C:39]([C:43]([F:45])([F:44])[F:46])[CH:38]=2)[C:17]1=[O:47])=[O:15], predict the reactants needed to synthesize it. The reactants are: ClC1C=C(C=CC=1)C(OO)=[O:6].[CH3:12][NH:13][C:14]([N:16]1[CH:25]([C:26]2[CH:31]=[CH:30][C:29]([C:32]#[N:33])=[CH:28][C:27]=2[S:34][CH3:35])[C:24]2[C:23](=[O:36])[CH2:22][CH2:21][CH2:20][C:19]=2[N:18]([C:37]2[CH:42]=[CH:41][CH:40]=[C:39]([C:43]([F:46])([F:45])[F:44])[CH:38]=2)[C:17]1=[O:47])=[O:15]. (3) Given the product [CH3:19][N:20]([CH3:22])[CH:21]=[CH:2][C:1]([C:4]1[CH:5]=[C:6]([N:10]([CH3:25])[S:11]([CH2:14][CH2:15][CH3:16])(=[O:12])=[O:13])[CH:7]=[CH:8][CH:9]=1)=[O:3], predict the reactants needed to synthesize it. The reactants are: [C:1]([C:4]1[CH:5]=[C:6]([NH:10][S:11]([CH2:14][CH2:15][CH3:16])(=[O:13])=[O:12])[CH:7]=[CH:8][CH:9]=1)(=[O:3])[CH3:2].CO[CH:19](OC)[N:20]([CH3:22])[CH3:21].[C:25](OCC)(=O)C.C(OCC)C. (4) The reactants are: N#N.[Cl:3][C:4]1[CH:5]=[C:6]([C:10]2[C:19]3[C:14](=[CH:15][CH:16]=[C:17]([C:20]([C:28]4[CH:33]=[CH:32][C:31](I)=[CH:30][CH:29]=4)([C:22]4[N:26]([CH3:27])[CH:25]=[N:24][N:23]=4)[NH2:21])[CH:18]=3)[N:13]3[N:35]=[N:36][N:37]=[C:12]3[N:11]=2)[CH:7]=[CH:8][CH:9]=1.[CH3:38][N:39](C=O)C. Given the product [NH2:21][C:20]([C:17]1[CH:18]=[C:19]2[C:14](=[CH:15][CH:16]=1)[N:13]1[N:35]=[N:36][N:37]=[C:12]1[N:11]=[C:10]2[C:6]1[CH:7]=[CH:8][CH:9]=[C:4]([Cl:3])[CH:5]=1)([C:22]1[N:26]([CH3:27])[CH:25]=[N:24][N:23]=1)[C:28]1[CH:33]=[CH:32][C:31]([C:38]#[N:39])=[CH:30][CH:29]=1, predict the reactants needed to synthesize it.